Dataset: Reaction yield outcomes from USPTO patents with 853,638 reactions. Task: Predict the reaction yield, written as a fraction of the theoretical maximum amount of product (1.0 means a 100% yield; for example, 0.34 means a 34% yield). (1) The reactants are Cl.[CH2:2]([O:9][C:10](=[O:17])[NH:11][CH2:12][CH2:13][C:14](=[NH:16])[NH2:15])[C:3]1[CH:8]=[CH:7][CH:6]=[CH:5][CH:4]=1.[OH-].[Na+].[N:20]1[CH:25]=[CH:24][C:23]([C:26](=O)[CH2:27][C:28](OCC)=[O:29])=[N:22][CH:21]=1. The catalyst is C(O)C. The product is [CH2:2]([O:9][C:10](=[O:17])[NH:11][CH2:12][CH2:13][C:14]1[NH:15][C:28](=[O:29])[CH:27]=[C:26]([C:23]2[CH:24]=[CH:25][N:20]=[CH:21][N:22]=2)[N:16]=1)[C:3]1[CH:4]=[CH:5][CH:6]=[CH:7][CH:8]=1. The yield is 0.330. (2) The reactants are [N:1]12[CH2:8][CH2:7][C:4]([C:9]([C:17]3[CH:22]=[CH:21][CH:20]=[CH:19][CH:18]=3)([C:11]3[CH:16]=[CH:15][CH:14]=[CH:13][CH:12]=3)[OH:10])([CH2:5][CH2:6]1)[CH2:3][CH2:2]2.[Br:23][CH2:24][CH2:25][O:26][CH:27]1[CH2:32][CH2:31][CH2:30][CH2:29][O:28]1. The catalyst is CC#N. The product is [Br-:23].[OH:10][C:9]([C:17]1[CH:22]=[CH:21][CH:20]=[CH:19][CH:18]=1)([C:11]1[CH:12]=[CH:13][CH:14]=[CH:15][CH:16]=1)[C:4]12[CH2:5][CH2:6][N+:1]([CH2:24][CH2:25][O:26][CH:27]3[CH2:32][CH2:31][CH2:30][CH2:29][O:28]3)([CH2:2][CH2:3]1)[CH2:8][CH2:7]2. The yield is 0.316. (3) The reactants are CN1CCN(C2C=C[C:11]3[C:12](C=2)=[CH:13][CH:14]=[C:15]2[C:20]=3[O:19][C:18]([C:21]([NH:23][C:24]3[CH:29]=[CH:28][C:27]([N:30]4[CH2:35][CH2:34][O:33][CH2:32][CH2:31]4)=[CH:26][CH:25]=3)=[O:22])=[CH:17][C:16]2=[O:36])CC1.C1C=CC2N(O)N=NC=2C=1.CN([C:51]([O:55]N1N=NC2C=CC=CC1=2)=[N+](C)C)C.[B-](F)(F)(F)F.[CH2:70]([N:72]([CH2:75]C)[CH2:73][CH3:74])[CH3:71].COC1C=C([N:85]2CCOCC2)C=CC=1N. The catalyst is CN(C)C1C=CN=CC=1.CN(C)C=O.C(OCC)(=O)C. The product is [CH3:51][O:55][C:29]1[CH:28]=[C:27]([N:30]2[CH2:31][CH2:32][O:33][CH2:34][CH2:35]2)[CH:26]=[CH:25][C:24]=1[NH:23][C:21]([C:18]1[O:19][C:20]2[C:15]([C:16](=[O:36])[CH:17]=1)=[CH:14][CH:13]=[CH:12][C:11]=2[N:85]1[CH2:74][CH2:73][N:72]([CH3:75])[CH2:70][CH2:71]1)=[O:22]. The yield is 0.540. (4) The reactants are C([C:4]1[CH:36]=[CH:35][C:7]2[N:8]([C:13]3[CH:18]=[CH:17][C:16]([CH2:19][CH2:20][NH:21][C:22]([NH:24][S:25]([C:28]4[CH:33]=[CH:32][C:31]([CH3:34])=[CH:30][CH:29]=4)(=[O:27])=[O:26])=[O:23])=[CH:15][CH:14]=3)[C:9]([CH2:11][CH3:12])=[N:10][C:6]=2[CH:5]=1)(=O)C.[C:37]1([CH3:47])[CH:42]=[CH:41][C:40]([S:43]([OH:46])(=[O:45])=[O:44])=[CH:39][CH:38]=1.[CH2:48]([OH:50])[CH3:49]. No catalyst specified. The product is [C:48]([C:36]1[CH:4]=[CH:5][C:6]2[N:10]=[C:9]([CH2:11][CH3:12])[N:8]([C:13]3[CH:14]=[CH:15][C:16]([CH2:19][CH2:20][NH:21][C:22]([NH:24][S:25]([C:28]4[CH:29]=[CH:30][C:31]([CH3:34])=[CH:32][CH:33]=4)(=[O:26])=[O:27])=[O:23])=[CH:17][CH:18]=3)[C:7]=2[CH:35]=1)(=[O:50])[CH3:49].[CH3:47][C:37]1[CH:42]=[CH:41][C:40]([S:43]([OH:46])(=[O:45])=[O:44])=[CH:39][CH:38]=1. The yield is 0.910. (5) The product is [F:20][C:13]1[C:12]([CH2:11][C:9]2[N:10]=[C:5]3[S:4][C:3]([CH3:22])=[C:2]([C@@H:32]4[CH2:33][C@H:31]4[CH2:30][OH:29])[N:6]3[C:7](=[O:21])[CH:8]=2)=[CH:19][CH:18]=[CH:17][C:14]=1[C:15]#[N:16]. The reactants are Br[C:2]1[N:6]2[C:7](=[O:21])[CH:8]=[C:9]([CH2:11][C:12]3[C:13]([F:20])=[C:14]([CH:17]=[CH:18][CH:19]=3)[C:15]#[N:16])[N:10]=[C:5]2[S:4][C:3]=1[CH3:22].C(=O)([O-])[O-].[Na+].[Na+].[OH:29][CH2:30][C@@H:31]1[CH2:33][C@H:32]1[B-](F)(F)F.[K+]. The catalyst is CC#N.O.C1C=CC(P(C2C=CC=CC=2)[C-]2C=CC=C2)=CC=1.C1C=CC(P(C2C=CC=CC=2)[C-]2C=CC=C2)=CC=1.Cl[Pd]Cl.[Fe+2]. The yield is 0.100. (6) The reactants are [OH-].[Na+].[CH3:3][O:4][CH:5]([O:8][CH3:9])[CH2:6][NH2:7].[C:10](Cl)(=[O:13])[CH:11]=[CH2:12].[Cl-].[Na+]. The catalyst is O.OC1CC(C)(C)[NH+]([O-])C(C)(C)C1. The product is [CH3:3][O:4][CH:5]([O:8][CH3:9])[CH2:6][NH:7][C:10](=[O:13])[CH:11]=[CH2:12]. The yield is 0.810. (7) The reactants are [NH2:1][NH:2][C:3]([NH2:5])=[S:4].[CH3:6][C:7]1[CH:15]=[C:14]([CH3:16])[CH:13]=[CH:12][C:8]=1[C:9](Cl)=O. The catalyst is N1C=CC=CC=1. The product is [CH3:6][C:7]1[CH:15]=[C:14]([CH3:16])[CH:13]=[CH:12][C:8]=1[C:9]1[NH:5][C:3](=[S:4])[NH:2][N:1]=1. The yield is 0.430.